This data is from Full USPTO retrosynthesis dataset with 1.9M reactions from patents (1976-2016). The task is: Predict the reactants needed to synthesize the given product. (1) Given the product [Br:20][C:21]1[C:30]([NH:31][C:5](=[O:7])[C:4](=[O:8])[CH2:3][C:2]([CH3:1])([C:10]2[CH:15]=[CH:14][CH:13]=[CH:12][CH:11]=2)[CH3:9])=[CH:29][CH:28]=[C:27]2[C:22]=1[CH2:23][O:24][C:25]2=[O:26], predict the reactants needed to synthesize it. The reactants are: [CH3:1][C:2]([C:10]1[CH:15]=[CH:14][CH:13]=[CH:12][CH:11]=1)([CH3:9])[CH2:3][C:4](=[O:8])[C:5]([OH:7])=O.S(Cl)(Cl)=O.[Br:20][C:21]1[C:30]([NH2:31])=[CH:29][CH:28]=[C:27]2[C:22]=1[CH2:23][O:24][C:25]2=[O:26].O. (2) Given the product [CH2:1]([O:8][C@@H:9]1[C@@H:15]([O:16][CH2:17][C:18]2[CH:23]=[CH:22][CH:21]=[CH:20][CH:19]=2)[C@H:14]([O:24][CH2:25][C:26]2[CH:27]=[CH:28][CH:29]=[CH:30][CH:31]=2)[C@@H:13]([CH2:32][O:33][CH2:34][C:35]2[CH:36]=[CH:37][CH:38]=[CH:39][CH:40]=2)[O:12][CH:10]1[O:11][CH2:50][C:48]([OH:49])=[O:47])[C:2]1[CH:3]=[CH:4][CH:5]=[CH:6][CH:7]=1, predict the reactants needed to synthesize it. The reactants are: [CH2:1]([O:8][C@@H:9]1[C@@H:15]([O:16][CH2:17][C:18]2[CH:23]=[CH:22][CH:21]=[CH:20][CH:19]=2)[C@H:14]([O:24][CH2:25][C:26]2[CH:31]=[CH:30][CH:29]=[CH:28][CH:27]=2)[C@@H:13]([CH2:32][O:33][CH2:34][C:35]2[CH:40]=[CH:39][CH:38]=[CH:37][CH:36]=2)[O:12][CH:10]1[OH:11])[C:2]1[CH:7]=[CH:6][CH:5]=[CH:4][CH:3]=1.[OH-].[Na+].C([O:47][C:48]([CH2:50]CCCCOS(C1C=CC(C)=CC=1)(=O)=O)=[O:49])(C)(C)C.COC(C)(C)C. (3) The reactants are: [H-].[Na+].[Br:3][C:4]1[CH:9]=[CH:8][C:7]([OH:10])=[CH:6][CH:5]=1.Br[CH2:12][CH2:13][O:14][CH2:15][CH2:16][O:17][CH3:18]. Given the product [Br:3][C:4]1[CH:9]=[CH:8][C:7]([O:10][CH2:12][CH2:13][O:14][CH2:15][CH2:16][O:17][CH3:18])=[CH:6][CH:5]=1, predict the reactants needed to synthesize it. (4) Given the product [C:1]([O:5][C:6](=[O:35])[N:7]([C:16]1[S:17][C@:18]2([C:32](=[O:34])[NH2:33])[C@H:20]([C@:21]([C:24]3[CH:29]=[C:28]([NH2:36])[CH:27]=[CH:26][C:25]=3[F:31])([CH3:23])[N:22]=1)[CH2:19]2)[CH2:8][O:9][CH2:10][CH2:11][Si:12]([CH3:15])([CH3:14])[CH3:13])([CH3:4])([CH3:3])[CH3:2], predict the reactants needed to synthesize it. The reactants are: [C:1]([O:5][C:6](=[O:35])[N:7]([C:16]1[S:17][C@:18]2([C:32](=[O:34])[NH2:33])[C@H:20]([C@:21]([C:24]3[CH:29]=[C:28](Br)[CH:27]=[CH:26][C:25]=3[F:31])([CH3:23])[N:22]=1)[CH2:19]2)[CH2:8][O:9][CH2:10][CH2:11][Si:12]([CH3:15])([CH3:14])[CH3:13])([CH3:4])([CH3:3])[CH3:2].[N-:36]=[N+]=[N-].[Na+].O=C1O[C@H]([C@H](CO)O)C([O-])=C1O.[Na+].CP(C)C.